From a dataset of Forward reaction prediction with 1.9M reactions from USPTO patents (1976-2016). Predict the product of the given reaction. (1) Given the reactants [ClH:1].CNC.[OH2:5].O[N:7]1[C:11]2[CH:12]=[CH:13][CH:14]=[CH:15][C:10]=2N=N1.Cl.[CH3:17][N:18]([CH3:27])[CH2:19][CH2:20][CH2:21]N=C=NCC.[C:28]([O:31][CH2:32][CH3:33])(=[O:30])C, predict the reaction product. The product is: [CH2:32]([O:31][C:28]([C:21]1[NH:7][C:11]2[C:10]([C:20]=1[C:19]([N:18]([CH3:17])[CH3:27])=[O:5])=[CH:15][C:14]([Cl:1])=[CH:13][CH:12]=2)=[O:30])[CH3:33]. (2) The product is: [Cl:1][C:2]1[CH:7]=[CH:6][CH:5]=[C:4]([Cl:8])[C:3]=1[NH:9][C:10]([NH:12][C:13]1[C:14]([C:23]([N:25]2[CH2:30][CH2:29][CH2:28][CH:27]([C:31]([OH:33])=[O:32])[CH2:26]2)=[O:24])=[CH:15][C:16]2[C:21]([CH:22]=1)=[CH:20][CH:19]=[CH:18][CH:17]=2)=[O:11]. Given the reactants [Cl:1][C:2]1[CH:7]=[CH:6][CH:5]=[C:4]([Cl:8])[C:3]=1[NH:9][C:10]([NH:12][C:13]1[C:14]([C:23]([N:25]2[CH2:30][CH2:29][CH2:28][CH:27]([C:31]([O:33]CC)=[O:32])[CH2:26]2)=[O:24])=[CH:15][C:16]2[C:21]([CH:22]=1)=[CH:20][CH:19]=[CH:18][CH:17]=2)=[O:11].Cl, predict the reaction product. (3) Given the reactants [F:1][C:2]([F:36])([F:35])[C:3]1[CH:4]=[C:5]([C@@H:13]([O:15][C@H:16]2[CH2:21][CH2:20][N:19](C(OC(C)(C)C)=O)[CH2:18][C@H:17]2[C:29]2[CH:34]=[CH:33][CH:32]=[CH:31][CH:30]=2)[CH3:14])[CH:6]=[C:7]([C:9]([F:12])([F:11])[F:10])[CH:8]=1.[ClH:37].C(OCC)(=O)C, predict the reaction product. The product is: [ClH:37].[F:11][C:9]([F:10])([F:12])[C:7]1[CH:6]=[C:5]([C@@H:13]([O:15][C@H:16]2[CH2:21][CH2:20][NH:19][CH2:18][C@H:17]2[C:29]2[CH:34]=[CH:33][CH:32]=[CH:31][CH:30]=2)[CH3:14])[CH:4]=[C:3]([C:2]([F:36])([F:1])[F:35])[CH:8]=1. (4) Given the reactants C([O:3][C:4](=O)[C:5]1[CH:10]=[C:9]([C:11]2[CH:16]=[CH:15][CH:14]=[C:13]([C:17]([F:20])([F:19])[F:18])[CH:12]=2)[C:8]([O:21][CH2:22][CH2:23][OH:24])=[C:7]([C:25]2[CH:30]=[CH:29][C:28]([O:31][CH3:32])=[CH:27][CH:26]=2)[CH:6]=1)C.[C:34]1([CH2:40][CH2:41][CH2:42][CH2:43][CH2:44][CH2:45][NH2:46])[CH:39]=[CH:38][CH:37]=[CH:36][CH:35]=1, predict the reaction product. The product is: [C:34]1([CH2:40][CH2:41][CH2:42][CH2:43][CH2:44][CH2:45][NH:46][C:4](=[O:3])[C:5]2[CH:10]=[C:9]([C:11]3[CH:16]=[CH:15][CH:14]=[C:13]([C:17]([F:18])([F:19])[F:20])[CH:12]=3)[C:8]([O:21][CH2:22][CH2:23][OH:24])=[C:7]([C:25]3[CH:30]=[CH:29][C:28]([O:31][CH3:32])=[CH:27][CH:26]=3)[CH:6]=2)[CH:39]=[CH:38][CH:37]=[CH:36][CH:35]=1. (5) Given the reactants Br[C:2]1[CH:7]=[C:6]([F:8])[CH:5]=[CH:4][C:3]=1[N+:9]([O-:11])=[O:10].CC1(C)C(C)(C)OB([C:20]2[N:21]=[C:22]([CH2:25][NH:26][C:27](=[O:33])[O:28][C:29]([CH3:32])([CH3:31])[CH3:30])[S:23][CH:24]=2)O1.C(Cl)Cl.C([O-])([O-])=O.[K+].[K+], predict the reaction product. The product is: [F:8][C:6]1[CH:5]=[CH:4][C:3]([N+:9]([O-:11])=[O:10])=[C:2]([C:20]2[N:21]=[C:22]([CH2:25][NH:26][C:27](=[O:33])[O:28][C:29]([CH3:31])([CH3:30])[CH3:32])[S:23][CH:24]=2)[CH:7]=1. (6) Given the reactants [Cl:1][C:2]1[CH:19]=[CH:18][C:17]([CH:20]2[C@H:25]([O:26][CH2:27][C:28]3[CH:33]=[CH:32][CH:31]=[CH:30][CH:29]=3)[C@@H:24]([O:34][CH2:35][C:36]3[CH:41]=[CH:40][CH:39]=[CH:38][CH:37]=3)[C@H:23]([O:42][CH2:43][C:44]3[CH:49]=[CH:48][CH:47]=[CH:46][CH:45]=3)[C@@H:22]([CH2:50][O:51][CH2:52][C:53]3[CH:58]=[CH:57][CH:56]=[CH:55][CH:54]=3)[O:21]2)=[CH:16][C:3]=1[CH2:4][O:5][Si](C(C)C)(C(C)C)C(C)C.[F-].C([N+](CCCC)(CCCC)CCCC)CCC, predict the reaction product. The product is: [Cl:1][C:2]1[CH:19]=[CH:18][C:17]([CH:20]2[C@H:25]([O:26][CH2:27][C:28]3[CH:29]=[CH:30][CH:31]=[CH:32][CH:33]=3)[C@@H:24]([O:34][CH2:35][C:36]3[CH:41]=[CH:40][CH:39]=[CH:38][CH:37]=3)[C@H:23]([O:42][CH2:43][C:44]3[CH:45]=[CH:46][CH:47]=[CH:48][CH:49]=3)[C@@H:22]([CH2:50][O:51][CH2:52][C:53]3[CH:54]=[CH:55][CH:56]=[CH:57][CH:58]=3)[O:21]2)=[CH:16][C:3]=1[CH2:4][OH:5].